From a dataset of Reaction yield outcomes from USPTO patents with 853,638 reactions. Predict the reaction yield, written as a fraction of the theoretical maximum amount of product (1.0 means a 100% yield; for example, 0.34 means a 34% yield). (1) The reactants are [CH3:1][O:2][C:3]1[CH:11]=[C:10]2[C:6]([C:7]([C:12](=[O:16])[C:13](Cl)=[O:14])=[CH:8][NH:9]2)=[CH:5][CH:4]=1.C(N(CC)CC)C.[CH2:24]([OH:26])[CH3:25]. No catalyst specified. The product is [CH3:1][O:2][C:3]1[CH:11]=[C:10]2[C:6]([C:7]([C:12](=[O:16])[C:13]([O:26][CH2:24][CH3:25])=[O:14])=[CH:8][NH:9]2)=[CH:5][CH:4]=1. The yield is 0.910. (2) The reactants are CC1(C)[O:7][CH2:6][C:5]([NH:24]C(=O)OC(C)(C)C)([CH2:8][NH:9][C:10]2[CH:15]=[CH:14][C:13]([CH2:16][CH2:17][CH2:18][CH2:19][CH2:20][CH2:21][CH2:22][CH3:23])=[CH:12][CH:11]=2)[CH2:4][O:3]1. The catalyst is FC(F)(F)C(O)=O.C(Cl)Cl.CO. The product is [NH2:24][C:5]([CH2:8][NH:9][C:10]1[CH:11]=[CH:12][C:13]([CH2:16][CH2:17][CH2:18][CH2:19][CH2:20][CH2:21][CH2:22][CH3:23])=[CH:14][CH:15]=1)([CH2:6][OH:7])[CH2:4][OH:3]. The yield is 0.820.